This data is from Catalyst prediction with 721,799 reactions and 888 catalyst types from USPTO. The task is: Predict which catalyst facilitates the given reaction. Reactant: Cl.[NH2:2][CH:3]1[C:9](=[O:10])[NH:8][C:7]2[CH:11]=[CH:12][CH:13]=[CH:14][C:6]=2[S:5][CH2:4]1.[N:15]([C:22]([O:24][C:25]([CH3:28])([CH3:27])[CH3:26])=[O:23])([CH3:21])[C@H:16]([C:18](O)=[O:19])[CH3:17].CN(C(ON1N=NC2C=CC=CC1=2)=[N+](C)C)C.F[P-](F)(F)(F)(F)F. Product: [O:10]=[C:9]1[CH:3]([NH:2][C:18](=[O:19])[C@@H:16]([N:15]([CH3:21])[C:22](=[O:23])[O:24][C:25]([CH3:26])([CH3:28])[CH3:27])[CH3:17])[CH2:4][S:5][C:6]2[CH:14]=[CH:13][CH:12]=[CH:11][C:7]=2[NH:8]1. The catalyst class is: 517.